This data is from Forward reaction prediction with 1.9M reactions from USPTO patents (1976-2016). The task is: Predict the product of the given reaction. (1) Given the reactants [Cl:1][C:2]1[C:16]([Cl:17])=[CH:15][C:5]2[NH:6][C:7]([C:9](=[O:14])[C:10]([F:13])([F:12])[F:11])=[N:8][C:4]=2[CH:3]=1.Br[C:19](=[C:21]([CH3:23])[CH3:22])[CH3:20].II.[Mg], predict the reaction product. The product is: [Cl:17][C:16]1[C:2]([Cl:1])=[CH:3][C:4]2[NH:8][C:7]([C:9]([OH:14])([C:19]([CH3:20])=[C:21]([CH3:23])[CH3:22])[C:10]([F:13])([F:11])[F:12])=[N:6][C:5]=2[CH:15]=1. (2) Given the reactants [Cl:1][C:2]1[CH:18]=[CH:17][CH:16]=[C:15]([Cl:19])[C:3]=1[C:4]([NH:6][C:7]1[C:12]([F:13])=[CH:11][N:10]=[CH:9][C:8]=1[F:14])=[O:5].[Cl:20][C:21]1[CH:29]=[CH:28][CH:27]=[C:26]([Cl:30])[C:22]=1[C:23](Cl)=[O:24].FC1C=NC=C(F)C=1N, predict the reaction product. The product is: [Cl:1][C:2]1[CH:18]=[CH:17][CH:16]=[C:15]([Cl:19])[C:3]=1[C:4]([N:6]([C:23](=[O:24])[C:22]1[C:21]([Cl:20])=[CH:29][CH:28]=[CH:27][C:26]=1[Cl:30])[C:7]1[C:12]([F:13])=[CH:11][N:10]=[CH:9][C:8]=1[F:14])=[O:5]. (3) Given the reactants [O:1]1[C:5]2[CH:6]=[CH:7][C:8]([CH2:10]C(C)C=O)=C[C:4]=2[O:3][CH2:2]1.[CH2:15](O)C/C=C\CC.CC(CCC1C=CC=CC=1)CCO.C(C1OC(=O)CC1)CCCCCC.C(OCC1C=CC=CC=1)(=O)C.CC1CCC(C(O)(C)C)CC=1.CC(O)(CCCC(C)C=C)C.CC1C(/C=C/C(=O)C)C(C)(C)CCC=1.CC1CCCC(C)(C)C=1/C=C/C(=O)C.OC1C=CC(C=O)=CC=1OC.O1C2C=CC(C=O)=CC=2OC1, predict the reaction product. The product is: [C:2]([O:3][CH2:4][CH2:5]/[CH:6]=[CH:7]\[CH2:8][CH3:10])(=[O:1])[CH3:15]. (4) Given the reactants [C:1]([O:5][C:6]([NH:8][C@@H:9]([CH2:20][CH2:21][CH3:22])[C:10]([O:17][CH2:18][CH3:19])([O:14][CH2:15][CH3:16])[C:11]([OH:13])=O)=[O:7])([CH3:4])([CH3:3])[CH3:2].C1C=C[C:26]2N(O)N=[N:29][C:27]=2[CH:28]=1.CC(C)N=C=NC(C)C.C1(N)CC1, predict the reaction product. The product is: [CH:27]1([NH:29][C:11](=[O:13])[C:10]([O:17][CH2:18][CH3:19])([O:14][CH2:15][CH3:16])[C@@H:9]([NH:8][C:6](=[O:7])[O:5][C:1]([CH3:2])([CH3:3])[CH3:4])[CH2:20][CH2:21][CH3:22])[CH2:28][CH2:26]1. (5) Given the reactants CC1C=CC(S([O-])(=O)=O)=CC=1.CO[CH:14]([O:17][CH3:18])[O:15][CH3:16].[Br:19][C:20]1[CH:21]=[C:22]2[C:26](=[CH:27][CH:28]=1)[NH:25][C:24](=[O:29])C2=O, predict the reaction product. The product is: [Br:19][C:20]1[CH:28]=[C:27]2[C:26](=[CH:22][CH:21]=1)[NH:25][C:24](=[O:29])[C:14]2([O:15][CH3:16])[O:17][CH3:18]. (6) Given the reactants [CH3:1][N:2]1[C:6]([CH2:7][O:8][C:9]2[CH:17]=[CH:16][C:12]([C:13]([OH:15])=O)=[CH:11][N:10]=2)=[C:5]([C:18]2[CH:23]=[CH:22][CH:21]=[CH:20][CH:19]=2)[N:4]=[N:3]1.[F:24][C:25]([F:29])([F:28])[CH2:26][NH2:27], predict the reaction product. The product is: [CH3:1][N:2]1[C:6]([CH2:7][O:8][C:9]2[CH:17]=[CH:16][C:12]([C:13]([NH:27][CH2:26][C:25]([F:29])([F:28])[F:24])=[O:15])=[CH:11][N:10]=2)=[C:5]([C:18]2[CH:23]=[CH:22][CH:21]=[CH:20][CH:19]=2)[N:4]=[N:3]1.